Dataset: Full USPTO retrosynthesis dataset with 1.9M reactions from patents (1976-2016). Task: Predict the reactants needed to synthesize the given product. (1) The reactants are: [C:1]([O:9][C@@H:10]1[CH2:43][N:13]2[C:14](=[O:42])[C@@H:15]([NH:34][C:35]([O:37][C:38]([CH3:41])([CH3:40])[CH3:39])=[O:36])[CH2:16][CH2:17][CH2:18][CH2:19][CH2:20][CH:21]=[CH:22][C@@H:23]3[CH2:28][C@@:24]3([C:29]([O:31][CH2:32][CH3:33])=[O:30])[NH:25][C:26](=[O:27])[C@@H:12]2[CH2:11]1)(=[O:8])[C:2]1[CH:7]=[CH:6][CH:5]=[CH:4][CH:3]=1.B1([O-])O[O:45]1.O.O.O.O.[Na+]. Given the product [C:1]([O:9][C@@H:10]1[CH2:43][N:13]2[C:14](=[O:42])[C@@H:15]([NH:34][C:35]([O:37][C:38]([CH3:39])([CH3:41])[CH3:40])=[O:36])[CH2:16][CH2:17][CH2:18][CH2:19][CH2:20][C@H:21]([OH:45])[CH2:22][C@@H:23]3[CH2:28][C@@:24]3([C:29]([O:31][CH2:32][CH3:33])=[O:30])[NH:25][C:26](=[O:27])[C@@H:12]2[CH2:11]1)(=[O:8])[C:2]1[CH:7]=[CH:6][CH:5]=[CH:4][CH:3]=1, predict the reactants needed to synthesize it. (2) Given the product [N:23]1([C:21]2[CH:20]=[CH:19][C:12]3[N:13]4[CH2:18][C@H:17]([CH2:16][CH2:15][CH2:14]4)[N:10]([C:8]([NH:7][C:4]4[CH:5]=[CH:6][N:1]=[CH:2][N:3]=4)=[O:9])[C:11]=3[N:22]=2)[CH2:29][CH2:28][CH2:27][NH:26][CH2:25][CH2:24]1, predict the reactants needed to synthesize it. The reactants are: [N:1]1[CH:6]=[CH:5][C:4]([NH:7][C:8]([N:10]2[C@@H:17]3[CH2:18][N:13]([CH2:14][CH2:15][CH2:16]3)[C:12]3[CH:19]=[CH:20][C:21]([N:23]4[CH2:29][CH2:28][CH2:27][N:26](C(OC(C)(C)C)=O)[CH2:25][CH2:24]4)=[N:22][C:11]2=3)=[O:9])=[N:3][CH:2]=1.O.C(=O)([O-])[O-].[K+].[K+]. (3) Given the product [CH2:1]([O:5][C:6]1[N:14]=[C:13]2[C:9]([N:10]=[C:11]([O:28][CH3:29])[N:12]2[CH2:15][C:16]2[CH:21]=[CH:20][C:19]([O:22][CH2:23][CH2:24][CH2:25][CH2:26][N:31]3[CH2:41][CH2:40][CH:34]([C:35]([O:37][CH2:38][CH3:39])=[O:36])[CH2:33][CH2:32]3)=[CH:18][CH:17]=2)=[C:8]([NH2:30])[N:7]=1)[CH2:2][CH2:3][CH3:4], predict the reactants needed to synthesize it. The reactants are: [CH2:1]([O:5][C:6]1[N:14]=[C:13]2[C:9]([N:10]=[C:11]([O:28][CH3:29])[N:12]2[CH2:15][C:16]2[CH:21]=[CH:20][C:19]([O:22][CH2:23][CH2:24][CH2:25][CH2:26]Cl)=[CH:18][CH:17]=2)=[C:8]([NH2:30])[N:7]=1)[CH2:2][CH2:3][CH3:4].[NH:31]1[CH2:41][CH2:40][CH:34]([C:35]([O:37][CH2:38][CH3:39])=[O:36])[CH2:33][CH2:32]1.C(N(C(C)C)C(C)C)C.[I-].[Na+]. (4) Given the product [CH3:1][O:2][C:3]([C:5]1[S:6][C:7]([CH:14]=[O:15])=[CH:8][C:9]=1[C:10]([CH3:11])([CH3:12])[CH3:13])=[O:4], predict the reactants needed to synthesize it. The reactants are: [CH3:1][O:2][C:3]([C:5]1[S:6][C:7]([CH:14](OCC)[O:15]CC)=[CH:8][C:9]=1[C:10]([CH3:13])([CH3:12])[CH3:11])=[O:4].C(O)=O. (5) Given the product [CH3:1][O:2][C:3](=[O:18])[CH2:4][CH:5]1[CH2:9][CH2:8][N:7]([CH2:10][CH2:11][C:16]2[CH:15]=[CH:14][CH:13]=[CH:12][CH:19]=2)[C:6]1=[O:17], predict the reactants needed to synthesize it. The reactants are: [CH3:1][O:2][C:3](=[O:18])[CH2:4][C:5]1[C:6](=[O:17])[N:7]([CH2:10][C:11]2[CH:16]=[CH:15][CH:14]=[CH:13][CH:12]=2)[CH2:8][CH:9]=1.[CH3:19]O.[H][H]. (6) Given the product [CH3:9][CH:4]1[C:5](=[O:6])[NH:10][C:11]2[CH:16]=[CH:15][C:14]([N+:17]([O-:19])=[O:18])=[CH:13][C:12]=2[O:20]1, predict the reactants needed to synthesize it. The reactants are: [F-].[K+].Br[CH:4]([CH3:9])[C:5](OC)=[O:6].[NH2:10][C:11]1[CH:16]=[CH:15][C:14]([N+:17]([O-:19])=[O:18])=[CH:13][C:12]=1[OH:20]. (7) Given the product [C:8]([O:12][C:13]([N:15]1[CH2:20][CH2:19][CH:18]([C:21]#[C:22][C:2]2[N:7]=[CH:6][CH:5]=[CH:4][N:3]=2)[CH2:17][CH2:16]1)=[O:14])([CH3:11])([CH3:10])[CH3:9], predict the reactants needed to synthesize it. The reactants are: Br[C:2]1[N:7]=[CH:6][CH:5]=[CH:4][N:3]=1.[C:8]([O:12][C:13]([N:15]1[CH2:20][CH2:19][CH:18]([C:21]#[CH:22])[CH2:17][CH2:16]1)=[O:14])([CH3:11])([CH3:10])[CH3:9].